From a dataset of Full USPTO retrosynthesis dataset with 1.9M reactions from patents (1976-2016). Predict the reactants needed to synthesize the given product. (1) Given the product [CH2:1]([O:3][C:4]([C:6]1[N:7]([CH2:26][C:27]2[CH:32]=[CH:31][CH:30]=[C:29]([Cl:33])[CH:28]=2)[C:8]2[C:13]([C:14]=1[NH:15][C:16](=[O:24])[C:17]1[CH:22]=[CH:21][C:20]([Cl:23])=[CH:19][CH:18]=1)=[CH:12][CH:11]=[C:10]([C:41]1[CH:42]=[CH:43][C:38]([S:35]([CH3:34])(=[O:37])=[O:36])=[CH:39][CH:40]=1)[CH:9]=2)=[O:5])[CH3:2], predict the reactants needed to synthesize it. The reactants are: [CH2:1]([O:3][C:4]([C:6]1[N:7]([CH2:26][C:27]2[CH:32]=[CH:31][CH:30]=[C:29]([Cl:33])[CH:28]=2)[C:8]2[C:13]([C:14]=1[NH:15][C:16](=[O:24])[C:17]1[CH:22]=[CH:21][C:20]([Cl:23])=[CH:19][CH:18]=1)=[CH:12][CH:11]=[C:10](Br)[CH:9]=2)=[O:5])[CH3:2].[CH3:34][S:35]([C:38]1[CH:43]=[CH:42][C:41](B(O)O)=[CH:40][CH:39]=1)(=[O:37])=[O:36].C1(C)C=CC=CC=1P(C1C=CC=CC=1C)C1C=CC=CC=1C.[O-]P([O-])([O-])=O.[K+].[K+].[K+].C([O-])(O)=O.[Na+]. (2) Given the product [NH2:6][C:12]1[CH:17]=[CH:16][C:15]([NH:18][C:19]([NH:21][C:22]2[CH:23]=[CH:24][CH:25]=[CH:26][CH:27]=2)=[O:20])=[CH:14][C:13]=1[CH3:28], predict the reactants needed to synthesize it. The reactants are: ClC1C=C2C(=CC=1)C(=O)[N:6]([C:12]1[CH:17]=[CH:16][C:15]([NH:18][C:19]([NH:21][C:22]3[CH:27]=[CH:26][CH:25]=[CH:24][CH:23]=3)=[O:20])=[CH:14][C:13]=1[CH3:28])C2=O.O.NN.